Dataset: Reaction yield outcomes from USPTO patents with 853,638 reactions. Task: Predict the reaction yield, written as a fraction of the theoretical maximum amount of product (1.0 means a 100% yield; for example, 0.34 means a 34% yield). (1) The product is [CH2:29]([O:33][C:34]1[CH:40]=[CH:39][C:37]([NH:7][C:2]2[CH:20]=[C:6]([NH:8][C:9]3[CH:14]=[CH:13][C:12]4[O:15][CH2:16][CH2:17][O:18][C:11]=4[CH:10]=3)[C:5]([F:19])=[CH:4][N:3]=2)=[CH:36][CH:35]=1)[CH2:30][CH2:31][CH3:32]. The yield is 0.490. The reactants are Cl[C:2]1[N:7]=[C:6]([NH:8][C:9]2[CH:14]=[CH:13][C:12]3[O:15][CH2:16][CH2:17][O:18][C:11]=3[CH:10]=2)[C:5]([F:19])=[CH:4][N:3]=1.[CH:20](N(CC)C(C)C)(C)C.[CH2:29]([O:33][C:34]1[CH:40]=[CH:39][C:37](N)=[CH:36][CH:35]=1)[CH2:30][CH2:31][CH3:32]. The catalyst is C(O)CO. (2) The yield is 0.600. The catalyst is CS(C)=O. The reactants are [Cl:1][C:2]1[N:10]=[C:9]2[C:5]([NH:6][CH:7]=[N:8]2)=[C:4]([Cl:11])[N:3]=1.[C:12]([O-])([O-])=O.[K+].[K+].CI.O. The product is [Cl:1][C:2]1[N:10]=[C:9]2[C:5]([N:6]=[CH:7][N:8]2[CH3:12])=[C:4]([Cl:11])[N:3]=1. (3) The reactants are C(OC(=O)[NH:6][C:7]1[CH:12]=[C:11]([C:13]2[N:14]=[C:15]([C:25]([CH3:28])([CH3:27])[CH3:26])[S:16][C:17]=2[C:18]2[CH:23]=[CH:22][N:21]=[C:20]([Cl:24])[N:19]=2)[CH:10]=[CH:9][C:8]=1[F:29])C=C.CC(O)=O.C([SnH](CCCC)CCCC)CCC. The catalyst is C(Cl)Cl.Cl[Pd](Cl)([P](C1C=CC=CC=1)(C1C=CC=CC=1)C1C=CC=CC=1)[P](C1C=CC=CC=1)(C1C=CC=CC=1)C1C=CC=CC=1. The product is [Cl:24][C:20]1[N:19]=[C:18]([C:17]2[S:16][C:15]([C:25]([CH3:28])([CH3:27])[CH3:26])=[N:14][C:13]=2[C:11]2[CH:10]=[CH:9][C:8]([F:29])=[C:7]([CH:12]=2)[NH2:6])[CH:23]=[CH:22][N:21]=1. The yield is 0.644. (4) The reactants are Br[C:2]1[CH:7]=[CH:6][CH:5]=[CH:4][C:3]=1[CH2:8][CH3:9].N#N.[CH3:12][CH2:13][OH:14].[Li][CH:16](CC)C.C1CCCCC1.B(F)(F)F.C(OCC)C. The catalyst is C1COCC1. The product is [CH2:8]([C:3]1[CH:4]=[CH:5][CH:6]=[CH:7][C:2]=1[CH2:12][C@H:13]([OH:14])[CH3:16])[CH3:9]. The yield is 0.260. (5) The reactants are [Cl:1][C:2]1[CH:7]=[CH:6][C:5]([C:8]2[CH:13]=[N:12][NH:11][C:10](=[O:14])[C:9]=2[C:15]2[CH:22]=[CH:21][C:18]([C:19]#[N:20])=[CH:17][CH:16]=2)=[CH:4][CH:3]=1.O[Li].O.[Br:26]Br.[Li+].[OH-].[OH-].[Na+]. The catalyst is CO.O. The product is [Br:26][C:13]1[C:8]([C:5]2[CH:4]=[CH:3][C:2]([Cl:1])=[CH:7][CH:6]=2)=[C:9]([C:15]2[CH:16]=[CH:17][C:18]([C:19]#[N:20])=[CH:21][CH:22]=2)[C:10](=[O:14])[NH:11][N:12]=1. The yield is 0.960.